Dataset: Reaction yield outcomes from USPTO patents with 853,638 reactions. Task: Predict the reaction yield, written as a fraction of the theoretical maximum amount of product (1.0 means a 100% yield; for example, 0.34 means a 34% yield). (1) The reactants are [NH:1]1[C:10]2[C:5](=[CH:6][CH:7]=[CH:8][CH:9]=2)[CH:4]=[CH:3][C:2]1=[O:11].CN(C=O)C.[H-].[Na+].Br[CH2:20][CH2:21][CH2:22][Cl:23]. The catalyst is CCOC(C)=O. The product is [Cl:23][CH2:22][CH2:21][CH2:20][N:1]1[C:10]2[C:5](=[CH:6][CH:7]=[CH:8][CH:9]=2)[CH:4]=[CH:3][C:2]1=[O:11]. The yield is 0.410. (2) The reactants are BrC1C=C[C:5](NCC(OC)=O)=[N:6]C=1.[F:14][C:15]1[CH:16]=[C:17]2[C:21](=[CH:22][CH:23]=1)[N:20]([CH3:24])[CH:19]=[C:18]2[CH:25]=O. No catalyst specified. The product is [F:14][C:15]1[CH:16]=[C:17]2[C:21](=[CH:22][CH:23]=1)[N:20]([CH3:24])[CH:19]=[C:18]2[CH2:25][NH:6][CH3:5]. The yield is 0.350. (3) The yield is 1.00. The reactants are C([N:8]1[CH2:33][CH2:32][C:11]2([N:15]=[C:14]([C:16]3[CH:21]=[CH:20][C:19]([O:22][CH2:23][CH2:24][CH2:25][N:26]4[CH2:30][CH2:29][CH2:28][CH:27]4[CH3:31])=[CH:18][CH:17]=3)[O:13][CH2:12]2)[CH2:10][CH2:9]1)C1C=CC=CC=1. The catalyst is C(O)C.[OH-].[Pd+2].[OH-]. The product is [CH3:31][CH:27]1[CH2:28][CH2:29][CH2:30][N:26]1[CH2:25][CH2:24][CH2:23][O:22][C:19]1[CH:18]=[CH:17][C:16]([C:14]2[O:13][CH2:12][C:11]3([CH2:10][CH2:9][NH:8][CH2:33][CH2:32]3)[N:15]=2)=[CH:21][CH:20]=1. (4) The reactants are [OH:1][NH:2][C:3]([C:5]1[N:6]=[N:7][C:8]([N:11]2[CH2:16][CH2:15][N:14]([C:17](=[O:28])[C:18]3[CH:23]=[CH:22][CH:21]=[CH:20][C:19]=3[C:24]([F:27])([F:26])[F:25])[CH2:13][CH2:12]2)=[CH:9][CH:10]=1)=[NH:4].C(N(CC)CC)C.[C:36](Cl)(=O)[CH2:37][CH3:38]. The catalyst is ClCCl. The product is [CH2:37]([C:38]1[O:1][N:2]=[C:3]([C:5]2[N:6]=[N:7][C:8]([N:11]3[CH2:12][CH2:13][N:14]([C:17]([C:18]4[CH:23]=[CH:22][CH:21]=[CH:20][C:19]=4[C:24]([F:27])([F:26])[F:25])=[O:28])[CH2:15][CH2:16]3)=[CH:9][CH:10]=2)[N:4]=1)[CH3:36]. The yield is 0.520. (5) The reactants are [F:1][C:2]([F:15])([F:14])[C:3](=O)[CH2:4][C:5]([C:7]1[CH:12]=[CH:11][CH:10]=[CH:9][CH:8]=1)=O.[NH2:16][C:17]1[C:21]([C:22]([O:24][CH2:25][CH3:26])=[O:23])=[CH:20][NH:19][N:18]=1. The catalyst is CC(O)=O. The product is [C:7]1([CH:5]2[CH2:4][CH:3]([C:2]([F:15])([F:14])[F:1])[N:18]3[N:19]=[CH:20][C:21]([C:22]([O:24][CH2:25][CH3:26])=[O:23])=[C:17]3[NH:16]2)[CH:12]=[CH:11][CH:10]=[CH:9][CH:8]=1. The yield is 0.790. (6) The reactants are [CH3:1][O:2][C:3]([C:5]1[CH:14]=[C:13]([O:15][CH2:16][C:17]2[CH:22]=[CH:21][CH:20]=[CH:19][CH:18]=2)[C:12]2[C:7](=[C:8]([N+:24]([O-:26])=[O:25])[CH:9]=[CH:10][C:11]=2Br)[N:6]=1)=[O:4].CO[C:29]1[CH:34]=[CH:33][C:32](B(O)O)=[CH:31][CH:30]=1.C1(B(O)O)C=CC=CC=1. No catalyst specified. The product is [CH3:1][O:2][C:3]([C:5]1[CH:14]=[C:13]([O:15][CH2:16][C:17]2[CH:22]=[CH:21][CH:20]=[CH:19][CH:18]=2)[C:12]2[C:7](=[C:8]([N+:24]([O-:26])=[O:25])[CH:9]=[CH:10][C:11]=2[C:29]2[CH:34]=[CH:33][CH:32]=[CH:31][CH:30]=2)[N:6]=1)=[O:4]. The yield is 0.740.